This data is from NCI-60 drug combinations with 297,098 pairs across 59 cell lines. The task is: Regression. Given two drug SMILES strings and cell line genomic features, predict the synergy score measuring deviation from expected non-interaction effect. Drug 1: CC1=C(C(CCC1)(C)C)C=CC(=CC=CC(=CC(=O)O)C)C. Drug 2: COCCOC1=C(C=C2C(=C1)C(=NC=N2)NC3=CC=CC(=C3)C#C)OCCOC.Cl. Cell line: MALME-3M. Synergy scores: CSS=10.0, Synergy_ZIP=-3.12, Synergy_Bliss=-0.992, Synergy_Loewe=-1.64, Synergy_HSA=0.142.